From a dataset of Forward reaction prediction with 1.9M reactions from USPTO patents (1976-2016). Predict the product of the given reaction. (1) Given the reactants Cl[C:2]1[N:3]=[CH:4][C:5]2[C:6]([CH:19]=1)=[C:7]1[C:15](=[CH:16][CH:17]=2)[C:14]2[C:13](=[O:18])[NH:12][CH2:11][CH2:10][C:9]=2[NH:8]1.[Cl:20][C:21]1[CH:22]=[C:23](B(O)O)[CH:24]=[CH:25][C:26]=1[O:27][CH2:28][CH2:29][CH3:30], predict the reaction product. The product is: [Cl:20][C:21]1[CH:22]=[C:23]([C:2]2[N:3]=[CH:4][C:5]3[C:6]([CH:19]=2)=[C:7]2[C:15](=[CH:16][CH:17]=3)[C:14]3[C:13](=[O:18])[NH:12][CH2:11][CH2:10][C:9]=3[NH:8]2)[CH:24]=[CH:25][C:26]=1[O:27][CH2:28][CH2:29][CH3:30]. (2) Given the reactants [Cl:1][C:2]([F:18])([F:17])[C:3]([C:6]1[NH:11][C:10](=[O:12])[C:9]([C:13]([O:15]C)=O)=[CH:8][CH:7]=1)([F:5])[F:4].Cl.[CH2:20]([NH2:22])[CH3:21], predict the reaction product. The product is: [Cl:1][C:2]([F:18])([F:17])[C:3]([C:6]1[NH:11][C:10](=[O:12])[C:9]([C:13]([NH:22][CH2:20][CH3:21])=[O:15])=[CH:8][CH:7]=1)([F:4])[F:5].